From a dataset of Reaction yield outcomes from USPTO patents with 853,638 reactions. Predict the reaction yield, written as a fraction of the theoretical maximum amount of product (1.0 means a 100% yield; for example, 0.34 means a 34% yield). (1) The reactants are Br[C:2]1[C:3]([O:23][CH3:24])=[C:4]([CH:10]([N:12]2[C:16]3=[N:17][CH:18]=[N:19][C:20]([NH2:21])=[C:15]3[C:14]([CH3:22])=[N:13]2)[CH3:11])[CH:5]=[C:6]([Cl:9])[C:7]=1[CH3:8].CC1(C)C(C)(C)OB([C:33]2[CH:34]=[N:35]OC=2)O1.[F-].[K+].ClCCl. The catalyst is CS(C)=O.Cl[Pd]Cl.C1(P(C2C=CC=CC=2)[C-]2C=CC=C2)C=CC=CC=1.[C-]1(P(C2C=CC=CC=2)C2C=CC=CC=2)C=CC=C1.[Fe+2].O. The product is [NH2:21][C:20]1[N:19]=[CH:18][N:17]=[C:16]2[N:12]([CH:10]([C:4]3[C:3]([O:23][CH3:24])=[C:2]([CH2:33][C:34]#[N:35])[C:7]([CH3:8])=[C:6]([Cl:9])[CH:5]=3)[CH3:11])[N:13]=[C:14]([CH3:22])[C:15]=12. The yield is 0.0900. (2) The reactants are [CH3:1][N:2]1[C:6](B(O)O)=[CH:5][C:4]([C:10]([F:13])([F:12])[F:11])=[N:3]1.[NH2:14][C:15]1[S:16][C:17](Br)=[CH:18][N:19]=1.[O-]P([O-])([O-])=O.[K+].[K+].[K+]. The catalyst is C(#N)C.O1CCOCC1.O.CC(P(C(C)(C)C)C1C=CC(N(C)C)=CC=1)(C)C.CC(P(C(C)(C)C)C1C=CC(N(C)C)=CC=1)(C)C.Cl[Pd]Cl. The product is [CH3:1][N:2]1[C:6]([C:17]2[S:16][C:15]([NH2:14])=[N:19][CH:18]=2)=[CH:5][C:4]([C:10]([F:13])([F:12])[F:11])=[N:3]1. The yield is 0.0190. (3) The reactants are Cl.[NH2:2]O.C([O-])(O)=O.[Na+].[F:9][C:10]([F:20])([F:19])[C:11]([CH3:18])([CH3:17])[C:12](=[O:16])[CH2:13][C:14]#[N:15].Cl.[OH-].[Na+]. The catalyst is O.CO. The product is [F:9][C:10]([F:19])([F:20])[C:11]([C:12]1[O:16][N:15]=[C:14]([NH2:2])[CH:13]=1)([CH3:18])[CH3:17]. The yield is 0.600. (4) The reactants are [N:1]1([C:8]([O:10][C:11]([CH3:14])([CH3:13])[CH3:12])=[O:9])[CH2:7][CH2:6][CH2:5][NH:4][CH2:3][CH2:2]1.[C:15]([NH:25][CH2:26][C:27](O)=[O:28])([O:17][CH2:18][C:19]1[CH:24]=[CH:23][CH:22]=[CH:21][CH:20]=1)=[O:16].O.ON1C2C=CC=CC=2N=N1.C(N(CC)C(C)C)(C)C.Cl.CN(C)CCCN=C=NCC. The catalyst is ClCCl. The product is [CH2:18]([O:17][C:15]([NH:25][CH2:26][C:27]([N:4]1[CH2:5][CH2:6][CH2:7][N:1]([C:8]([O:10][C:11]([CH3:14])([CH3:13])[CH3:12])=[O:9])[CH2:2][CH2:3]1)=[O:28])=[O:16])[C:19]1[CH:24]=[CH:23][CH:22]=[CH:21][CH:20]=1. The yield is 0.900. (5) The reactants are [O:1]=[C:2]1[CH2:7][NH:6][CH2:5][CH2:4][N:3]1[C:8]1[CH:13]=[CH:12][C:11]([S:14]([NH:17][C:18]2[S:19][CH:20]=[CH:21][N:22]=2)(=[O:16])=[O:15])=[CH:10][CH:9]=1.[Cl:23][C:24]1[C:35]([Cl:36])=[CH:34][CH:33]=[CH:32][C:25]=1[O:26][C@@H:27]([CH3:31])[C:28](O)=[O:29].CN(C(ON1N=NC2C=CC=NC1=2)=[N+](C)C)C.F[P-](F)(F)(F)(F)F.C(=O)(O)[O-].[Na+]. The catalyst is CN(C=O)C. The product is [Cl:23][C:24]1[C:35]([Cl:36])=[CH:34][CH:33]=[CH:32][C:25]=1[O:26][C@@H:27]([CH3:31])[C:28]([N:6]1[CH2:5][CH2:4][N:3]([C:8]2[CH:9]=[CH:10][C:11]([S:14]([NH:17][C:18]3[S:19][CH:20]=[CH:21][N:22]=3)(=[O:16])=[O:15])=[CH:12][CH:13]=2)[C:2](=[O:1])[CH2:7]1)=[O:29]. The yield is 0.320.